Task: Predict the reaction yield, written as a fraction of the theoretical maximum amount of product (1.0 means a 100% yield; for example, 0.34 means a 34% yield).. Dataset: Reaction yield outcomes from USPTO patents with 853,638 reactions (1) The reactants are [CH3:1][O:2][C:3]1[CH:4]=[C:5]([CH:14]=[CH:15][C:16]=1[O:17][CH3:18])[CH2:6][NH:7][CH2:8][CH:9](OC)OC.CO/N=[CH:22]/[C:23]1[CH:31]=[CH:30][C:26]2[O:27][CH2:28][O:29][C:25]=2[C:24]=1[CH2:32][N:33]([CH3:35])[CH3:34].Cl.[NH4+].[OH-]. The catalyst is O. The product is [CH3:18][O:17][C:16]1[CH:15]=[C:14]2[C:5](=[CH:4][C:3]=1[O:2][CH3:1])[CH:6]=[N:7][C:8]1[C:31]3[CH:30]=[C:26]4[O:27][CH2:28][O:29][C:25]4=[C:24]([CH2:32][N:33]([CH3:34])[CH3:35])[C:23]=3[CH2:22][C:9]2=1. The yield is 0.0780. (2) The reactants are C(O[C:9](=O)[N:10]([C:12]1[CH:17]=[CH:16][C:15]([O:18][Si:19]([C:22]([CH3:25])([CH3:24])[CH3:23])([CH3:21])[CH3:20])=[CH:14][C:13]=1[CH3:26])C)C1C=CC=CC=1. The catalyst is [Pd].CO. The product is [C:22]([Si:19]([CH3:21])([CH3:20])[O:18][C:15]1[CH:16]=[CH:17][C:12]([NH:10][CH3:9])=[C:13]([CH3:26])[CH:14]=1)([CH3:25])([CH3:24])[CH3:23]. The yield is 0.810. (3) The reactants are [F:1][C:2]1[CH:3]=[C:4]2[C:9](=[CH:10][CH:11]=1)[O:8][C@H:7]([C@H:12]1[CH2:14][O:13]1)[CH2:6][CH2:5]2.[CH2:15]([NH2:22])[C:16]1[CH:21]=[CH:20][CH:19]=[CH:18][CH:17]=1. The catalyst is CO. The product is [C:16]1([CH2:15][N:22]=[CH:14][C@H:12]([C@@H:7]2[CH2:6][CH2:5][C:4]3[C:9](=[CH:10][CH:11]=[C:2]([F:1])[CH:3]=3)[O:8]2)[OH:13])[CH:21]=[CH:20][CH:19]=[CH:18][CH:17]=1. The yield is 0.640. (4) The reactants are [C:1]([N:4]1[C:12]2[C:7](=[CH:8][C:9]([O:45][CH3:46])=[C:10]([NH:13][C:14]3[N:15]=[C:16]([NH:33][C:34]4[CH:43]=[CH:42][CH:41]=[C:40]([F:44])[C:35]=4[C:36]([NH:38][CH3:39])=[O:37])[C:17]4[CH:22]=[CH:21][N:20](S(C5C=CC(C)=CC=5)(=O)=O)[C:18]=4[N:19]=3)[CH:11]=2)[CH2:6][CH2:5]1)(=[O:3])[CH3:2].C[O-].[Na+]. The catalyst is CO.C1COCC1.CCOC(C)=O.[Na+].[Cl-]. The product is [C:1]([N:4]1[C:12]2[C:7](=[CH:8][C:9]([O:45][CH3:46])=[C:10]([NH:13][C:14]3[NH:19][C:18]4=[N:20][CH:21]=[CH:22][C:17]4=[C:16]([NH:33][C:34]4[CH:43]=[CH:42][CH:41]=[C:40]([F:44])[C:35]=4[C:36]([NH:38][CH3:39])=[O:37])[N:15]=3)[CH:11]=2)[CH2:6][CH2:5]1)(=[O:3])[CH3:2]. The yield is 0.750. (5) The reactants are Br[C:2]1[CH:3]=[C:4]2[C:8](=[CH:9][CH:10]=1)[N:7]([CH:11]1[CH2:16][CH2:15][CH2:14][CH2:13][O:12]1)[N:6]=[C:5]2[C:17]([O:19][CH3:20])=[O:18].[O-]P([O-])([O-])=O.[K+].[K+].[K+].[N:29]1[CH:34]=[CH:33][CH:32]=[C:31](B(O)O)[CH:30]=1. The catalyst is CN(C=O)C.O.C1C=CC([P]([Pd]([P](C2C=CC=CC=2)(C2C=CC=CC=2)C2C=CC=CC=2)([P](C2C=CC=CC=2)(C2C=CC=CC=2)C2C=CC=CC=2)[P](C2C=CC=CC=2)(C2C=CC=CC=2)C2C=CC=CC=2)(C2C=CC=CC=2)C2C=CC=CC=2)=CC=1. The product is [N:29]1[CH:34]=[CH:33][CH:32]=[C:31]([C:2]2[CH:3]=[C:4]3[C:8](=[CH:9][CH:10]=2)[N:7]([CH:11]2[CH2:16][CH2:15][CH2:14][CH2:13][O:12]2)[N:6]=[C:5]3[C:17]([O:19][CH3:20])=[O:18])[CH:30]=1. The yield is 0.900. (6) The reactants are I[C:2]1[CH:7]=[CH:6][C:5]([N:8]2[CH:13]=[C:12]([O:14][CH3:15])[C:11](=[O:16])[C:10]([C:17]([N:19]([O:21][CH3:22])[CH3:20])=[O:18])=[N:9]2)=[C:4]([O:23][CH3:24])[CH:3]=1.[NH:25]1[CH:29]=[CH:28][CH:27]=[N:26]1.C(=NO)C1C(=CC=CC=1)O.C([O-])([O-])=O.[Cs+].[Cs+]. The catalyst is CC#N.O. The product is [CH3:22][O:21][N:19]([CH3:20])[C:17]([C:10]1[C:11](=[O:16])[C:12]([O:14][CH3:15])=[CH:13][N:8]([C:5]2[CH:6]=[CH:7][C:2]([N:25]3[CH:29]=[CH:28][CH:27]=[N:26]3)=[CH:3][C:4]=2[O:23][CH3:24])[N:9]=1)=[O:18]. The yield is 0.680. (7) The reactants are [F-].C([N+](CCCC)(CCCC)CCCC)CCC.[O:19]1[CH:23]=[CH:22][C:21]([C:24]2[CH:31]=[CH:30][C:27]([CH:28]=[O:29])=[CH:26][CH:25]=2)=[CH:20]1.[F:32][C:33]([Si](C)(C)C)([F:35])[F:34].Cl. The catalyst is C1COCC1. The product is [F:32][C:33]([F:35])([F:34])[CH:28]([C:27]1[CH:30]=[CH:31][C:24]([C:21]2[CH:22]=[CH:23][O:19][CH:20]=2)=[CH:25][CH:26]=1)[OH:29]. The yield is 0.830. (8) The reactants are [NH:1]1[CH:8]=[CH:7][C:5](=[O:6])[NH:4][C:2]1=[O:3].C(=O)([O-])[O-].[Cs+].[Cs+].Br[CH2:16][CH2:17][CH:18]1[CH2:23][O:22][C:21]([CH3:25])([CH3:24])[O:20][CH2:19]1. The catalyst is CN(C=O)C. The product is [CH3:24][C:21]1([CH3:25])[O:22][CH2:23][CH:18]([CH2:17][CH2:16][N:1]2[CH:8]=[CH:7][C:5](=[O:6])[NH:4][C:2]2=[O:3])[CH2:19][O:20]1. The yield is 0.450. (9) The reactants are S[C:2]1[N:3]=[C:4]([OH:12])[C:5]2[C@H:10]([CH3:11])[CH2:9][CH2:8][C:6]=2[N:7]=1.[NH4+].[OH-]. The catalyst is O.[Ni]. The product is [CH3:11][C@H:10]1[C:5]2[C:4]([OH:12])=[N:3][CH:2]=[N:7][C:6]=2[CH2:8][CH2:9]1. The yield is 0.990. (10) The reactants are [OH:1][C:2]1[CH:7]=[C:6]([CH3:8])[C:5]([NH:9][CH:10]=[O:11])=[C:4]([CH3:12])[C:3]=1[CH3:13].[H-].[Na+].Br[CH2:17][C:18]([CH3:27])=[CH:19][C:20]1[CH:25]=[CH:24][C:23]([CH3:26])=[CH:22][CH:21]=1.O. The catalyst is CN(C)C=O. The product is [CH3:12][C:4]1[C:3]([CH3:13])=[C:2]([O:1][CH2:17][C:18]([CH3:27])=[CH:19][C:20]2[CH:21]=[CH:22][C:23]([CH3:26])=[CH:24][CH:25]=2)[CH:7]=[C:6]([CH3:8])[C:5]=1[NH:9][CH:10]=[O:11]. The yield is 0.440.